From a dataset of Reaction yield outcomes from USPTO patents with 853,638 reactions. Predict the reaction yield, written as a fraction of the theoretical maximum amount of product (1.0 means a 100% yield; for example, 0.34 means a 34% yield). (1) The reactants are [CH2:1]([C:3]1([OH:14])[CH2:6][N:5](C(OC(C)(C)C)=O)[CH2:4]1)[CH3:2].[C:15]([OH:21])([C:17]([F:20])([F:19])[F:18])=[O:16]. The catalyst is C(Cl)Cl. The product is [F:18][C:17]([F:20])([F:19])[C:15]([OH:21])=[O:16].[CH2:1]([C:3]1([OH:14])[CH2:6][NH:5][CH2:4]1)[CH3:2]. The yield is 1.00. (2) The reactants are [ClH:1].C(OC(=O)[NH:8][C@H:9]1[CH2:12][C@H:11]([N:13]2[C:17]3=[N:18][CH:19]=[C:20]([F:22])[CH:21]=[C:16]3[C:15]([F:24])([F:23])[C:14]2=[O:25])[CH2:10]1)(C)(C)C. The catalyst is O1CCOCC1. The product is [ClH:1].[NH2:8][C@H:9]1[CH2:12][C@H:11]([N:13]2[C:17]3=[N:18][CH:19]=[C:20]([F:22])[CH:21]=[C:16]3[C:15]([F:24])([F:23])[C:14]2=[O:25])[CH2:10]1. The yield is 1.06.